From a dataset of Catalyst prediction with 721,799 reactions and 888 catalyst types from USPTO. Predict which catalyst facilitates the given reaction. Reactant: [F:1][CH:2]1[CH:11](OC)[NH:10][C:9](=O)[C:8]2[N:7]=[CH:6][C:5]([O:15][CH3:16])=[CH:4][C:3]1=2.P(Cl)(Cl)([Cl:19])=O. Product: [Cl:19][C:9]1[N:10]=[CH:11][C:2]([F:1])=[C:3]2[C:8]=1[N:7]=[CH:6][C:5]([O:15][CH3:16])=[CH:4]2. The catalyst class is: 11.